From a dataset of Catalyst prediction with 721,799 reactions and 888 catalyst types from USPTO. Predict which catalyst facilitates the given reaction. (1) Reactant: [CH:1]1([NH:5][C:6]([C@@H:8]2[CH2:12][CH2:11][CH2:10][N:9]2[C:13](=[O:30])[CH2:14][O:15][C:16]2[N:20]([C:21]3[CH:26]=[CH:25][CH:24]=[CH:23][CH:22]=3)[N:19]=[C:18]([C:27](O)=[O:28])[CH:17]=2)=[O:7])[CH2:4][CH2:3][CH2:2]1.C1C=NC2N(O)N=NC=2C=1.CCN(C(C)C)C(C)C.Cl.[C:51]([O:55][C:56](=[O:63])[C@H:57]([CH2:59][CH:60]([CH3:62])[CH3:61])[NH2:58])([CH3:54])([CH3:53])[CH3:52]. Product: [C:51]([O:55][C:56](=[O:63])[C@@H:57]([NH:58][C:27]([C:18]1[CH:17]=[C:16]([O:15][CH2:14][C:13]([N:9]2[CH2:10][CH2:11][CH2:12][C@H:8]2[C:6](=[O:7])[NH:5][CH:1]2[CH2:4][CH2:3][CH2:2]2)=[O:30])[N:20]([C:21]2[CH:22]=[CH:23][CH:24]=[CH:25][CH:26]=2)[N:19]=1)=[O:28])[CH2:59][CH:60]([CH3:61])[CH3:62])([CH3:54])([CH3:53])[CH3:52]. The catalyst class is: 607. (2) Reactant: [Cl:1][C:2]1[C:3]([F:36])=[C:4]([CH:29]=[C:30]([C:32]([F:35])([F:34])[F:33])[CH:31]=1)[CH2:5][N:6]1[CH2:11][CH2:10][C:9]([CH2:14][O:15][C:16]2[C:24]([CH:25]3[CH2:27][CH2:26]3)=[CH:23][C:19]([C:20]([OH:22])=O)=[C:18]([F:28])[CH:17]=2)([C:12]#[N:13])[CH2:8][CH2:7]1.[CH3:37][S:38]([NH2:41])(=[O:40])=[O:39].Cl.C(N=C=NCCCN(C)C)C. Product: [Cl:1][C:2]1[C:3]([F:36])=[C:4]([CH:29]=[C:30]([C:32]([F:35])([F:33])[F:34])[CH:31]=1)[CH2:5][N:6]1[CH2:7][CH2:8][C:9]([CH2:14][O:15][C:16]2[C:24]([CH:25]3[CH2:27][CH2:26]3)=[CH:23][C:19]([C:20]([NH:41][S:38]([CH3:37])(=[O:40])=[O:39])=[O:22])=[C:18]([F:28])[CH:17]=2)([C:12]#[N:13])[CH2:10][CH2:11]1. The catalyst class is: 79. (3) Reactant: [Cl:1][C:2]1[C:3]([C:9]#[N:10])=[N:4][CH:5]=[C:6](O)[CH:7]=1.C([O-])([O-])=O.[Cs+].[Cs+].[F:17][CH2:18][O:19]S(C1C=CC(C)=CC=1)(=O)=O. Product: [Cl:1][C:2]1[C:3]([C:9]#[N:10])=[N:4][C:5]([O:19][CH2:18][F:17])=[CH:6][CH:7]=1. The catalyst class is: 3. (4) Reactant: [CH3:1][S:2]([C:5]1[CH:6]=[C:7]2[C:11](=[CH:12][CH:13]=1)[NH:10][C:9](=[O:14])[CH2:8]2)(=[O:4])=[O:3].[CH:15]([C:17]1[NH:18][C:19]([CH3:31])=[C:20]([S:27]([CH3:30])(=[O:29])=[O:28])[C:21]=1[CH2:22][CH2:23][C:24]([OH:26])=[O:25])=O.N1CCCCC1. Product: [CH3:30][S:27]([C:20]1[C:21]([CH2:22][CH2:23][C:24]([OH:26])=[O:25])=[C:17](/[CH:15]=[C:8]2\[C:9](=[O:14])[NH:10][C:11]3[C:7]\2=[CH:6][C:5]([S:2]([CH3:1])(=[O:4])=[O:3])=[CH:13][CH:12]=3)[NH:18][C:19]=1[CH3:31])(=[O:29])=[O:28]. The catalyst class is: 8. (5) Product: [CH3:8][C:9]1[CH:13]=[C:12]([CH3:14])[N:11]([C:2]2[CH:7]=[CH:6][CH:5]=[CH:4][CH:3]=2)[N:10]=1. The catalyst class is: 3. Reactant: I[C:2]1[CH:7]=[CH:6][CH:5]=[CH:4][CH:3]=1.[CH3:8][C:9]1[CH:13]=[C:12]([CH3:14])[NH:11][N:10]=1. (6) Reactant: CC([O-])(C)C.[K+].[Cl:7][C:8]1[CH:13]=[C:12]([CH2:14]Cl)[CH:11]=[CH:10][N:9]=1.[CH3:16][O:17][CH2:18][C:19]1([C:23]2[CH:28]=[CH:27][C:26]([C:29]3[N:33]=[C:32]([C:34]4[CH:38]=[C:37]([CH3:39])[NH:36][N:35]=4)[O:31][N:30]=3)=[CH:25][CH:24]=2)[CH2:22][CH2:21][CH2:20]1. Product: [Cl:7][C:8]1[CH:13]=[C:12]([CH2:14][N:36]2[C:37]([CH3:39])=[CH:38][C:34]([C:32]3[O:31][N:30]=[C:29]([C:26]4[CH:27]=[CH:28][C:23]([C:19]5([CH2:18][O:17][CH3:16])[CH2:22][CH2:21][CH2:20]5)=[CH:24][CH:25]=4)[N:33]=3)=[N:35]2)[CH:11]=[CH:10][N:9]=1. The catalyst class is: 20. (7) Reactant: N[C:2]1[CH:3]=[C:4](C=CC=1)[CH2:5][N:6]1[N:11]=[C:10]([C:12]2[CH:17]=[CH:16][C:15]([Cl:18])=[CH:14][CH:13]=2)[CH2:9][S:8][C:7]1=[O:19].C([N:26]([CH:29]([CH3:31])[CH3:30])[CH2:27]C)(C)C.[CH2:32]([N:34]([CH2:39][CH3:40])[CH2:35][CH2:36][CH2:37][OH:38])[CH3:33].Cl.[OH-:42].[Na+]. Product: [CH2:32]([N:34]([CH2:39][CH3:40])[CH2:35][CH2:36][CH2:37][O:38][C:27](=[O:42])[NH:26][C:29]1[CH:30]=[CH:2][CH:3]=[C:4]([CH2:5][N:6]2[N:11]=[C:10]([C:12]3[CH:17]=[CH:16][C:15]([Cl:18])=[CH:14][CH:13]=3)[CH2:9][S:8][C:7]2=[O:19])[CH:31]=1)[CH3:33]. The catalyst class is: 266.